The task is: Predict which catalyst facilitates the given reaction.. This data is from Catalyst prediction with 721,799 reactions and 888 catalyst types from USPTO. (1) Reactant: [F:1][C:2]1[C:16]([N+:17]([O-])=O)=[CH:15][C:5]([C:6]([C:8]2[C:13]([CH3:14])=[CH:12][CH:11]=[CH:10][N:9]=2)=[O:7])=[CH:4][CH:3]=1. Product: [CH3:14][C:13]1[C:8]([C:6]([C:5]2[CH:4]=[CH:3][C:2]([F:1])=[C:16]([NH2:17])[CH:15]=2)=[O:7])=[N:9][CH:10]=[CH:11][CH:12]=1. The catalyst class is: 770. (2) Reactant: [CH:1]([C:19]([O:21]CC1C=CC=CC=1)=[O:20])([C:9]([O:11]CC1C=CC=CC=1)=[O:10])[C@@H:2]([C:4]([O:6][CH2:7][CH3:8])=[O:5])[CH3:3]. Product: [CH2:7]([O:6][C:4](=[O:5])[C@H:2]([CH:1]([C:19]([OH:21])=[O:20])[C:9]([OH:11])=[O:10])[CH3:3])[CH3:8]. The catalyst class is: 19. (3) Reactant: [N+:1]([C:4]1[CH:5]=[CH:6][C:7]([O:10][C:11]2[CH:16]=[CH:15][C:14]([CH2:17][CH2:18][CH2:19][C:20]([OH:22])=[O:21])=[CH:13][CH:12]=2)=[N:8][CH:9]=1)([O-:3])=[O:2].[CH2:23](O)[CH3:24].C(N(CC)CC)C.Cl.C(N=C=NCCCN(C)C)C. Product: [N+:1]([C:4]1[CH:5]=[CH:6][C:7]([O:10][C:11]2[CH:16]=[CH:15][C:14]([CH2:17][CH2:18][CH2:19][C:20]([O:22][CH2:23][CH3:24])=[O:21])=[CH:13][CH:12]=2)=[N:8][CH:9]=1)([O-:3])=[O:2]. The catalyst class is: 112. (4) Reactant: C([Li])(C)(C)C.C1(C)C=C(C)C=C(C)C=1Br.[CH3:16][O:17][C:18]1[CH:23]=[CH:22][C:21]([CH3:24])=[CH:20][N:19]=1.C(=O)=O.CC(C)=O.[Cl:32][C:33]1[CH:34]=[C:35]2[C:39](=[CH:40][CH:41]=1)[NH:38][C:37](=[O:42])[C:36]2=[O:43].[NH4+].[Cl-]. Product: [Cl:32][C:33]1[CH:34]=[C:35]2[C:39](=[CH:40][CH:41]=1)[NH:38][C:37](=[O:42])[C:36]2([OH:43])[C:23]1[C:18]([O:17][CH3:16])=[N:19][CH:20]=[C:21]([CH3:24])[CH:22]=1. The catalyst class is: 49. (5) Reactant: [CH3:1][C:2]1[CH:3]=[C:4]([CH:13]2[CH2:18][N:17]([C:19](OC3C=CC([N+]([O-])=O)=CC=3)=[O:20])[CH2:16][CH:15]([C:31]([O:33][CH3:34])=[O:32])[CH2:14]2)[CH:5]=[CH:6][C:7]=1[O:8][C:9]([F:12])([F:11])[F:10].[OH:35][CH:36]1[CH2:41][CH2:40][NH:39][CH2:38][CH2:37]1.C(=O)([O-])[O-].[K+].[K+]. Product: [OH:35][CH:36]1[CH2:41][CH2:40][N:39]([C:19]([N:17]2[CH2:18][CH:13]([C:4]3[CH:5]=[CH:6][C:7]([O:8][C:9]([F:12])([F:11])[F:10])=[C:2]([CH3:1])[CH:3]=3)[CH2:14][CH:15]([C:31]([O:33][CH3:34])=[O:32])[CH2:16]2)=[O:20])[CH2:38][CH2:37]1. The catalyst class is: 9. (6) Reactant: [Cl:1][C:2]1[CH:7]=[CH:6][N:5]=[C:4]([CH2:8][NH:9][C:10]2[O:11][C:12]3[C:18]([O:19][CH3:20])=[CH:17][C:16]([C:21]([N:23]4[CH2:31][C@H:30]([O:32][CH:33]5[CH2:35][CH2:34]5)[CH2:29][C@H:24]4[C:25]([O:27]C)=[O:26])=[O:22])=[CH:15][C:13]=3[N:14]=2)[CH:3]=1.[OH-].[Li+].Cl. Product: [Cl:1][C:2]1[CH:7]=[CH:6][N:5]=[C:4]([CH2:8][NH:9][C:10]2[O:11][C:12]3[C:18]([O:19][CH3:20])=[CH:17][C:16]([C:21]([N:23]4[CH2:31][C@H:30]([O:32][CH:33]5[CH2:35][CH2:34]5)[CH2:29][C@H:24]4[C:25]([OH:27])=[O:26])=[O:22])=[CH:15][C:13]=3[N:14]=2)[CH:3]=1. The catalyst class is: 30. (7) Reactant: O.[I-:2].[I-].[I-].[I-].[CH2:6]([C:8]1[C:21]2[C:12](=[S+:13][C:14]3[C:19]([N:20]=2)=[C:18]([CH3:22])[CH:17]=[CH:16][CH:15]=3)[CH:11]=[CH:10][CH:9]=1)[CH3:7].C(C1[C:38]2[C:29](=[S+][C:31]3[C:36]([N:37]=2)=C(C)C=CC=3)C=CC=1)C.C(C1C2C(=[S+]C3[C:53]([N:54]=2)=C(C)C=CC=3)C=CC=1)C.C(C1C2C(=[S+]C3C(N=2)=C(C)C=CC=3)C=CC=1)C.[CH3:74][N:75]1[CH2:80][CH2:79][NH:78][CH2:77][CH2:76]1. Product: [I-:2].[CH3:74][N:75]1[CH2:80][CH2:79][N:78]([C:10]2[C:9]([N:37]3[CH2:36][CH2:31][N:54]([CH3:53])[CH2:29][CH2:38]3)=[C:8]([CH2:6][CH3:7])[C:21]3[C:12]([CH:11]=2)=[S+:13][C:14]2[C:19](=[C:18]([CH3:22])[CH:17]=[CH:16][CH:15]=2)[N:20]=3)[CH2:77][CH2:76]1. The catalyst class is: 5. (8) Reactant: C[O:2][C:3]([C:5]1([C:9]2[CH:14]=[CH:13][C:12]([NH:15][C:16]3[N:21]=[C:20]([NH:22][CH:23]4[CH2:26][CH2:25][CH2:24]4)[CH:19]=[C:18]([C:27]4[CH:32]=[CH:31][CH:30]=[CH:29][CH:28]=4)[N:17]=3)=[CH:11][CH:10]=2)[CH2:8][CH2:7][CH2:6]1)=[O:4].[OH-].[Na+]. Product: [CH:23]1([NH:22][C:20]2[CH:19]=[C:18]([C:27]3[CH:28]=[CH:29][CH:30]=[CH:31][CH:32]=3)[N:17]=[C:16]([NH:15][C:12]3[CH:11]=[CH:10][C:9]([C:5]4([C:3]([OH:4])=[O:2])[CH2:6][CH2:7][CH2:8]4)=[CH:14][CH:13]=3)[N:21]=2)[CH2:26][CH2:25][CH2:24]1. The catalyst class is: 5. (9) Reactant: [CH3:1][C:2]([CH3:18])([CH2:6][O:7][Si:8]([CH:15]([CH3:17])[CH3:16])([CH:12]([CH3:14])[CH3:13])[CH:9]([CH3:11])[CH3:10])[C:3]([OH:5])=O.CCN=C=NCCCN(C)C.Cl.[CH3:31][NH:32][O:33][CH3:34].CCOC(C)=O. Product: [CH3:34][O:33][N:32]([CH3:31])[C:3](=[O:5])[C:2]([CH3:1])([CH3:18])[CH2:6][O:7][Si:8]([CH:15]([CH3:17])[CH3:16])([CH:12]([CH3:14])[CH3:13])[CH:9]([CH3:11])[CH3:10]. The catalyst class is: 154.